From a dataset of Peptide-MHC class II binding affinity with 134,281 pairs from IEDB. Regression. Given a peptide amino acid sequence and an MHC pseudo amino acid sequence, predict their binding affinity value. This is MHC class II binding data. (1) The peptide sequence is KYMVIQGEPGRVIRG. The MHC is HLA-DPA10103-DPB10301 with pseudo-sequence HLA-DPA10103-DPB10301. The binding affinity (normalized) is 0.126. (2) The peptide sequence is SYKICTDKMFFVKNP. The MHC is HLA-DQA10501-DQB10402 with pseudo-sequence HLA-DQA10501-DQB10402. The binding affinity (normalized) is 0.486. (3) The peptide sequence is YDKKLANVSTVLTGK. The MHC is DRB1_1302 with pseudo-sequence DRB1_1302. The binding affinity (normalized) is 0.586. (4) The peptide sequence is KMIGGIGGFVKVRQYDQIPI. The MHC is DRB1_1302 with pseudo-sequence DRB1_1302. The binding affinity (normalized) is 0.241. (5) The peptide sequence is RWLLLNVTSEDLGKT. The MHC is HLA-DQA10102-DQB10501 with pseudo-sequence HLA-DQA10102-DQB10501. The binding affinity (normalized) is 0.625.